This data is from Reaction yield outcomes from USPTO patents with 853,638 reactions. The task is: Predict the reaction yield, written as a fraction of the theoretical maximum amount of product (1.0 means a 100% yield; for example, 0.34 means a 34% yield). (1) The reactants are [CH3:1][C:2]1[S:6][C:5]([CH2:7][NH2:8])=[CH:4][CH:3]=1.F[C:10]1[CH:18]=[N:17][CH:16]=[CH:15][C:11]=1[C:12]([OH:14])=[O:13]. No catalyst specified. The product is [CH3:1][C:2]1[S:6][C:5]([CH2:7][NH:8][C:15]2[CH:16]=[N:17][CH:18]=[CH:10][C:11]=2[C:12]([OH:14])=[O:13])=[CH:4][CH:3]=1. The yield is 0.0700. (2) The reactants are [CH2:1]([N:5]1[CH:10]=[CH:9][C:8]([C:11]2[CH:16]=[CH:15][C:14]([C:17]3([CH2:23][O:24]C4CCCCO4)[CH2:22][CH2:21][O:20][CH2:19][CH2:18]3)=[CH:13][CH:12]=2)=[C:7]([Cl:31])[C:6]1=[O:32])[CH2:2][CH2:3][CH3:4].C1(C)C=CC(S(O)(=O)=O)=CC=1. The catalyst is CO. The product is [CH2:1]([N:5]1[CH:10]=[CH:9][C:8]([C:11]2[CH:16]=[CH:15][C:14]([C:17]3([CH2:23][OH:24])[CH2:22][CH2:21][O:20][CH2:19][CH2:18]3)=[CH:13][CH:12]=2)=[C:7]([Cl:31])[C:6]1=[O:32])[CH2:2][CH2:3][CH3:4]. The yield is 0.610. (3) The reactants are F[C:2]1[CH:7]=[CH:6][C:5]([N+:8]([O-:10])=[O:9])=[CH:4][C:3]=1[C:11]([F:14])([F:13])[F:12].[OH:15][CH:16]1[CH2:21][CH2:20][N:19]([C:22]([O:24][C:25]([CH3:28])([CH3:27])[CH3:26])=[O:23])[CH2:18][CH2:17]1.C([O-])([O-])=O.[Cs+].[Cs+].O. The catalyst is CN(C=O)C.C(Cl)Cl. The product is [N+:8]([C:5]1[CH:6]=[CH:7][C:2]([O:15][CH:16]2[CH2:17][CH2:18][N:19]([C:22]([O:24][C:25]([CH3:28])([CH3:27])[CH3:26])=[O:23])[CH2:20][CH2:21]2)=[C:3]([C:11]([F:14])([F:13])[F:12])[CH:4]=1)([O-:10])=[O:9]. The yield is 0.600. (4) The reactants are [CH3:1][O:2][C:3]1[CH:8]=[CH:7][C:6]([C:9]2[CH:10]=[C:11]3[C:16](=[CH:17][CH:18]=2)[N:15]=[CH:14][N:13]=[C:12]3[C:19]2[CH:20]=[N:21][CH:22]=[C:23]([CH:27]=2)[C:24]([OH:26])=O)=[CH:5][C:4]=1[C:28]([F:31])([F:30])[F:29].CN(C(ON1N=NC2C=CC=CC1=2)=[N+](C)C)C.F[P-](F)(F)(F)(F)F.CCN(C(C)C)C(C)C.C(OC([N:72]1[CH2:77][CH2:76][NH:75][C@@H:74]([CH3:78])[CH2:73]1)=O)(C)(C)C.C(O)(C(F)(F)F)=O. The catalyst is C(Cl)Cl. The product is [CH3:1][O:2][C:3]1[CH:8]=[CH:7][C:6]([C:9]2[CH:10]=[C:11]3[C:16](=[CH:17][CH:18]=2)[N:15]=[CH:14][N:13]=[C:12]3[C:19]2[CH:27]=[C:23]([C:24]([N:75]3[CH2:76][CH2:77][NH:72][CH2:73][C@@H:74]3[CH3:78])=[O:26])[CH:22]=[N:21][CH:20]=2)=[CH:5][C:4]=1[C:28]([F:29])([F:31])[F:30]. The yield is 0.680. (5) The reactants are [OH:1][C@@:2]1([C:9]#[C:10][C:11]2[CH:12]=[C:13]([C:17]3[N:26]=[C:25]([C:27]([O:29]CC)=O)[C:24]4[C:19](=[CH:20][C:21]([O:32][CH3:33])=[CH:22][CH:23]=4)[N:18]=3)[CH:14]=[CH:15][CH:16]=2)[CH2:6][CH2:5][N:4]([CH3:7])[C:3]1=[O:8].[NH3:34]. The catalyst is CO. The product is [OH:1][C@@:2]1([C:9]#[C:10][C:11]2[CH:12]=[C:13]([C:17]3[N:26]=[C:25]([C:27]([NH2:34])=[O:29])[C:24]4[C:19](=[CH:20][C:21]([O:32][CH3:33])=[CH:22][CH:23]=4)[N:18]=3)[CH:14]=[CH:15][CH:16]=2)[CH2:6][CH2:5][N:4]([CH3:7])[C:3]1=[O:8]. The yield is 0.370.